From a dataset of Catalyst prediction with 721,799 reactions and 888 catalyst types from USPTO. Predict which catalyst facilitates the given reaction. Reactant: [C:1]([NH:8][CH2:9][CH2:10][CH2:11][CH2:12][C@@H:13]([C:32]([OH:34])=[O:33])[NH:14]C(OCC1C2C(=CC=CC=2)C2C1=CC=CC=2)=O)([O:3][C:4]([CH3:7])([CH3:6])[CH3:5])=[O:2].CN(C=O)C.C(=O)([O-])[O-].[Cs+].[Cs+].[CH3:46][O:47][C:48]1[CH:55]=[CH:54][C:51]([CH2:52]Cl)=[CH:50][CH:49]=1. Product: [CH3:46][O:47][C:48]1[CH:55]=[CH:54][C:51]([CH2:52][O:34][C:32](=[O:33])[CH:13]([NH2:14])[CH2:12][CH2:11][CH2:10][CH2:9][NH:8][C:1]([O:3][C:4]([CH3:5])([CH3:6])[CH3:7])=[O:2])=[CH:50][CH:49]=1. The catalyst class is: 828.